This data is from NCI-60 drug combinations with 297,098 pairs across 59 cell lines. The task is: Regression. Given two drug SMILES strings and cell line genomic features, predict the synergy score measuring deviation from expected non-interaction effect. Drug 1: C1CCN(CC1)CCOC2=CC=C(C=C2)C(=O)C3=C(SC4=C3C=CC(=C4)O)C5=CC=C(C=C5)O. Drug 2: C1=CC=C(C(=C1)C(C2=CC=C(C=C2)Cl)C(Cl)Cl)Cl. Cell line: IGROV1. Synergy scores: CSS=3.43, Synergy_ZIP=-0.686, Synergy_Bliss=2.00, Synergy_Loewe=0.634, Synergy_HSA=-0.129.